This data is from Peptide-MHC class II binding affinity with 134,281 pairs from IEDB. The task is: Regression. Given a peptide amino acid sequence and an MHC pseudo amino acid sequence, predict their binding affinity value. This is MHC class II binding data. (1) The peptide sequence is DMGFDAAALAPEHQP. The binding affinity (normalized) is 0. The MHC is DRB1_0701 with pseudo-sequence DRB1_0701. (2) The peptide sequence is ILPIAEMSVVAMEFG. The MHC is HLA-DQA10201-DQB10202 with pseudo-sequence HLA-DQA10201-DQB10202. The binding affinity (normalized) is 0.470. (3) The peptide sequence is YESYKFIPALEAAVK. The MHC is DRB1_0401 with pseudo-sequence DRB1_0401. The binding affinity (normalized) is 0.987. (4) The peptide sequence is SGVLLNHFGLVEARY. The MHC is HLA-DPA10201-DPB11401 with pseudo-sequence HLA-DPA10201-DPB11401. The binding affinity (normalized) is 0.0984.